The task is: Regression. Given a peptide amino acid sequence and an MHC pseudo amino acid sequence, predict their binding affinity value. This is MHC class II binding data.. This data is from Peptide-MHC class II binding affinity with 134,281 pairs from IEDB. (1) The peptide sequence is SPTEFTSISSNSGNL. The MHC is DRB1_0404 with pseudo-sequence DRB1_0404. The binding affinity (normalized) is 0.799. (2) The peptide sequence is NNRIWLQFAKLTGFT. The MHC is HLA-DPA10201-DPB11401 with pseudo-sequence HLA-DPA10201-DPB11401. The binding affinity (normalized) is 0.356. (3) The peptide sequence is ENGEWAIDFCPGVIRRHHG. The MHC is DRB1_1302 with pseudo-sequence DRB1_1302. The binding affinity (normalized) is 0.513. (4) The peptide sequence is YFQCFKSILLIMNAN. The MHC is H-2-IAb with pseudo-sequence H-2-IAb. The binding affinity (normalized) is 0. (5) The peptide sequence is VKINDKCPSTGEAHL. The MHC is DRB1_0404 with pseudo-sequence DRB1_0404. The binding affinity (normalized) is 0. (6) The MHC is DRB1_1501 with pseudo-sequence DRB1_1501. The peptide sequence is PGTFQTTTGEIGAIA. The binding affinity (normalized) is 0.259. (7) The peptide sequence is GVRMLTLEDAAIRAS. The MHC is H-2-IAd with pseudo-sequence H-2-IAd. The binding affinity (normalized) is 0.227. (8) The peptide sequence is GLVHVANNNYDPWTI. The MHC is DRB1_0101 with pseudo-sequence DRB1_0101. The binding affinity (normalized) is 0.259. (9) The peptide sequence is EKTYFAATQFEPLAA. The MHC is HLA-DPA10103-DPB10401 with pseudo-sequence HLA-DPA10103-DPB10401. The binding affinity (normalized) is 0.952. (10) The peptide sequence is KKITKVIMGAVLIWVGI. The MHC is DRB5_0101 with pseudo-sequence DRB5_0101. The binding affinity (normalized) is 0.